The task is: Predict the reactants needed to synthesize the given product.. This data is from Full USPTO retrosynthesis dataset with 1.9M reactions from patents (1976-2016). (1) Given the product [CH3:28][C:19]1[CH:18]=[C:16]([NH:17][S:9]([CH2:30][CH:31]2[CH2:38][CH2:37][CH2:34][CH2:33][CH2:32]2)(=[O:11])=[O:10])[CH:15]=[C:14]([CH3:13])[C:20]=1[S:21]([CH2:24][N+:25]([O-:27])=[O:26])(=[O:22])=[O:23], predict the reactants needed to synthesize it. The reactants are: COC1C=C([S:9](Cl)(=[O:11])=[O:10])C=CC=1.[CH3:13][C:14]1[CH:15]=[C:16]([CH:18]=[C:19]([CH3:28])[C:20]=1[S:21]([CH2:24][N+:25]([O-:27])=[O:26])(=[O:23])=[O:22])[NH2:17].N1[CH:34]=[CH:33][CH:32]=[CH:31][CH:30]=1.Cl.O1CC[CH2:38][CH2:37]1. (2) Given the product [F:1][C@H:2]1[C@@H:7]([O:8][C:34]2[CH:35]=[C:26]([F:25])[CH:27]=[C:28]3[C:33]=2[N:32]=[C:31]([C:37]2[N:41]4[CH:42]=[CH:43][C:44]([O:46][CH2:47][CH2:48][O:49][CH3:50])=[CH:45][C:40]4=[N:39][CH:38]=2)[CH:30]=[CH:29]3)[CH2:6][CH2:5][N:4]([C:9]([O:11][CH2:12][C:13]2[CH:18]=[CH:17][CH:16]=[CH:15][CH:14]=2)=[O:10])[CH2:3]1, predict the reactants needed to synthesize it. The reactants are: [F:1][C@H:2]1[C@@H:7]([OH:8])[CH2:6][CH2:5][N:4]([C:9]([O:11][CH2:12][C:13]2[CH:18]=[CH:17][CH:16]=[CH:15][CH:14]=2)=[O:10])[CH2:3]1.CC(C)([O-])C.[K+].[F:25][C:26]1[CH:27]=[C:28]2[C:33](=[C:34](F)[CH:35]=1)[N:32]=[C:31]([C:37]1[N:41]3[CH:42]=[CH:43][C:44]([O:46][CH2:47][CH2:48][O:49][CH3:50])=[CH:45][C:40]3=[N:39][CH:38]=1)[CH:30]=[CH:29]2.